Dataset: Forward reaction prediction with 1.9M reactions from USPTO patents (1976-2016). Task: Predict the product of the given reaction. Given the reactants [CH2:1]1N2CN3CN(C2)CN1C3.[F:11][C:12]1[C:17]([F:18])=[CH:16][CH:15]=[C:14]([F:19])[C:13]=1[OH:20].[OH2:21].OS(O)(=O)=O, predict the reaction product. The product is: [F:18][C:17]1[C:12]([F:11])=[C:13]([OH:20])[C:14]([F:19])=[CH:15][C:16]=1[CH:1]=[O:21].